This data is from Reaction yield outcomes from USPTO patents with 853,638 reactions. The task is: Predict the reaction yield, written as a fraction of the theoretical maximum amount of product (1.0 means a 100% yield; for example, 0.34 means a 34% yield). (1) The reactants are [OH:1][CH2:2][C:3]1[NH:4][C:5](=[O:13])[C:6]2[N:7]([CH:9]=[CH:10][C:11]=2[CH3:12])[CH:8]=1.[H-].[Na+].[C:16]([Si:20](Cl)([CH3:22])[CH3:21])([CH3:19])([CH3:18])[CH3:17]. The catalyst is C1COCC1. The product is [Si:20]([O:1][CH2:2][C:3]1[NH:4][C:5](=[O:13])[C:6]2[N:7]([CH:9]=[CH:10][C:11]=2[CH3:12])[CH:8]=1)([C:16]([CH3:19])([CH3:18])[CH3:17])([CH3:22])[CH3:21]. The yield is 0.380. (2) The reactants are [Cl:1][C:2]1[CH:3]=[C:4]2[C:9](=[CH:10][C:11]=1[O:12][C:13]1[CH:18]=[CH:17][C:16]([C:19](=[O:30])[NH:20][CH2:21][C:22]3[CH:27]=[CH:26][C:25]([Cl:28])=[C:24]([Cl:29])[CH:23]=3)=[CH:15][CH:14]=1)[O:8][CH2:7][CH2:6][CH:5]2[C:31]([OH:33])=[O:32].C[O-].[Na+:36]. The catalyst is O1CCCC1. The product is [Cl:1][C:2]1[CH:3]=[C:4]2[C:9](=[CH:10][C:11]=1[O:12][C:13]1[CH:18]=[CH:17][C:16]([C:19](=[O:30])[NH:20][CH2:21][C:22]3[CH:27]=[CH:26][C:25]([Cl:28])=[C:24]([Cl:29])[CH:23]=3)=[CH:15][CH:14]=1)[O:8][CH2:7][CH2:6][CH:5]2[C:31]([O-:33])=[O:32].[Na+:36]. The yield is 0.999. (3) The reactants are Cl.Cl.[CH2:3]1[C:11]2[C:6](=[C:7]([N:12]3[CH2:17][CH2:16][N:15]([CH2:18][CH2:19][C@H:20]4[CH2:25][CH2:24][C@H:23]([NH2:26])[CH2:22][CH2:21]4)[CH2:14][CH2:13]3)[CH:8]=[CH:9][CH:10]=2)[CH2:5][CH2:4]1.C(N(CC)CC)C.[CH3:34][N:35]([CH3:39])[C:36](Cl)=[O:37]. The catalyst is ClCCl. The product is [CH2:3]1[C:11]2[C:6](=[C:7]([N:12]3[CH2:13][CH2:14][N:15]([CH2:18][CH2:19][C@H:20]4[CH2:21][CH2:22][C@H:23]([NH:26][C:36]([N:35]([CH3:39])[CH3:34])=[O:37])[CH2:24][CH2:25]4)[CH2:16][CH2:17]3)[CH:8]=[CH:9][CH:10]=2)[CH2:5][CH2:4]1. The yield is 0.500.